This data is from Reaction yield outcomes from USPTO patents with 853,638 reactions. The task is: Predict the reaction yield, written as a fraction of the theoretical maximum amount of product (1.0 means a 100% yield; for example, 0.34 means a 34% yield). (1) The reactants are [OH:1][C@@H:2]([C:23]1[CH:28]=[CH:27][CH:26]=[CH:25][CH:24]=1)[CH2:3][CH2:4][N:5]1[CH2:10][CH2:9][CH:8]([C:11]2[CH:12]=[C:13]([NH:17][C:18](=[O:22])[CH:19]([CH3:21])[CH3:20])[CH:14]=[CH:15][CH:16]=2)[CH2:7][CH2:6]1.[CH3:29][O:30][C:31]1[CH:36]=[CH:35][C:34](O)=[CH:33][CH:32]=1.C1(P(C2C=CC=CC=2)C2C=CC=CC=2)C=CC=CC=1.N(C(OCC)=O)=NC(OCC)=O.N. The catalyst is C1COCC1.C(Cl)(Cl)Cl. The product is [CH3:29][O:30][C:31]1[CH:36]=[CH:35][C:34]([O:1][C@H:2]([C:23]2[CH:24]=[CH:25][CH:26]=[CH:27][CH:28]=2)[CH2:3][CH2:4][N:5]2[CH2:10][CH2:9][CH:8]([C:11]3[CH:12]=[C:13]([NH:17][C:18](=[O:22])[CH:19]([CH3:21])[CH3:20])[CH:14]=[CH:15][CH:16]=3)[CH2:7][CH2:6]2)=[CH:33][CH:32]=1. The yield is 0.379. (2) The reactants are [C:1]([NH:4][C:5]1[CH:10]=[CH:9][C:8]([S:11](Cl)(=[O:13])=[O:12])=[CH:7][CH:6]=1)(=[O:3])[CH3:2].[N:15]1C=CC=C[CH:16]=1. The catalyst is C(Cl)Cl.CN(C1C=CN=CC=1)C. The product is [C:1]([NH:4][C:5]1[CH:10]=[CH:9][C:8]([S:11]([NH:15][CH3:16])(=[O:13])=[O:12])=[CH:7][CH:6]=1)(=[O:3])[CH3:2]. The yield is 0.820.